From a dataset of Reaction yield outcomes from USPTO patents with 853,638 reactions. Predict the reaction yield, written as a fraction of the theoretical maximum amount of product (1.0 means a 100% yield; for example, 0.34 means a 34% yield). (1) The reactants are O[CH2:2][C:3]1[CH:23]=[CH:22][C:6]([CH2:7][CH:8]2[CH2:13][N:12]([CH3:14])[CH2:11][CH2:10][N:9]2[C:15]([O:17][C:18]([CH3:21])([CH3:20])[CH3:19])=[O:16])=[CH:5][CH:4]=1.[CH2:24]([N:26](CC)CC)C.CS(Cl)(=O)=O.[C-]#N.[Na+].C(=O)([O-])[O-].[Na+].[Na+]. The catalyst is O1CCCC1.CS(C)=O.O.C(OCC)(=O)C. The product is [C:24]([CH2:2][C:3]1[CH:23]=[CH:22][C:6]([CH2:7][CH:8]2[CH2:13][N:12]([CH3:14])[CH2:11][CH2:10][N:9]2[C:15]([O:17][C:18]([CH3:21])([CH3:20])[CH3:19])=[O:16])=[CH:5][CH:4]=1)#[N:26]. The yield is 0.790. (2) The reactants are [Cl:1][C:2]1[CH:30]=[C:29]([C:31]#[N:32])[CH:28]=[C:27]([F:33])[C:3]=1[C:4]([N:6](C(=O)C1C(F)=CC(C#N)=CC=1Cl)[C:7]1[CH:12]=[CH:11][N:10]=[C:9]([Cl:13])[C:8]=1[F:14])=[O:5].[OH-].[Na+]. The catalyst is CO.O1CCOCC1. The product is [Cl:1][C:2]1[CH:30]=[C:29]([C:31]#[N:32])[CH:28]=[C:27]([F:33])[C:3]=1[C:4]([NH:6][C:7]1[CH:12]=[CH:11][N:10]=[C:9]([Cl:13])[C:8]=1[F:14])=[O:5]. The yield is 0.550. (3) The reactants are I[C:2]1[CH:11]=[N:10][C:5]2[NH:6][CH2:7][CH2:8][NH:9][C:4]=2[CH:3]=1.[CH3:12][N:13]1[CH2:18][CH2:17][N:16]([C:19]2[CH:24]=[CH:23][C:22](B3OC(C)(C)C(C)(C)O3)=[CH:21][N:20]=2)[CH2:15][CH2:14]1. No catalyst specified. The product is [CH3:12][N:13]1[CH2:14][CH2:15][N:16]([C:19]2[N:20]=[CH:21][C:22]([C:2]3[CH:11]=[N:10][C:5]4[NH:6][CH2:7][CH2:8][NH:9][C:4]=4[CH:3]=3)=[CH:23][CH:24]=2)[CH2:17][CH2:18]1. The yield is 0.200. (4) The reactants are [N+:1]([C:4]1[CH:5]=[C:6]2[C:11](=[CH:12][CH:13]=1)[N:10]=[C:9]([C:14]1[CH:22]=[CH:21][C:17]3[O:18][CH2:19][O:20][C:16]=3[CH:15]=1)[N:8]=[CH:7]2)([O-])=O.Cl[Sn]Cl. The catalyst is C(O)C. The product is [NH2:1][C:4]1[CH:5]=[C:6]2[C:11](=[CH:12][CH:13]=1)[N:10]=[C:9]([C:14]1[CH:22]=[CH:21][C:17]3[O:18][CH2:19][O:20][C:16]=3[CH:15]=1)[N:8]=[CH:7]2. The yield is 0.640. (5) The reactants are [C:1]([O:5][C:6]([NH:8][C@H:9]1[CH2:14][CH2:13][C@H:12]([CH2:15][CH2:16]OS(C)(=O)=O)[CH2:11][CH2:10]1)=[O:7])([CH3:4])([CH3:3])[CH3:2].C(=O)([O-])[O-].[K+].[K+].[NH:28]1[CH2:32][CH2:31][CH2:30][CH2:29]1.O. The catalyst is C(#N)C. The product is [C:1]([O:5][C:6](=[O:7])[NH:8][C@H:9]1[CH2:14][CH2:13][C@H:12]([CH2:15][CH2:16][N:28]2[CH2:32][CH2:31][CH2:30][CH2:29]2)[CH2:11][CH2:10]1)([CH3:4])([CH3:3])[CH3:2]. The yield is 0.640. (6) The reactants are [CH3:1][O:2][C:3]1[CH:8]=[CH:7][CH:6]=[CH:5][C:4]=1[C:9]1[CH:17]=[C:16]2[C:12]([CH2:13][C:14](=[O:18])[NH:15]2)=[CH:11][CH:10]=1.[CH3:19][N:20]([CH3:35])[CH2:21][CH2:22][NH:23][C:24]([C:26]1[C:30]([CH3:31])=[C:29]([CH:32]=O)[NH:28][C:27]=1[CH3:34])=[O:25]. No catalyst specified. The product is [CH3:19][N:20]([CH3:35])[CH2:21][CH2:22][NH:23][C:24]([C:26]1[C:30]([CH3:31])=[C:29]([CH:32]=[C:13]2[C:12]3[C:16](=[CH:17][C:9]([C:4]4[CH:5]=[CH:6][CH:7]=[CH:8][C:3]=4[O:2][CH3:1])=[CH:10][CH:11]=3)[NH:15][C:14]2=[O:18])[NH:28][C:27]=1[CH3:34])=[O:25]. The yield is 1.00. (7) The reactants are [CH3:1][O:2][C:3]1[CH:27]=[C:26]([O:28][CH3:29])[CH:25]=[CH:24][C:4]=1[CH2:5][N:6]([C:19]1[S:23][N:22]=[CH:21][N:20]=1)[S:7]([C:10]1[CH:15]=[C:14]([F:16])[C:13](F)=[CH:12][C:11]=1[F:18])(=[O:9])=[O:8].[C:30]1([C@H:36]2[CH2:42][CH2:41][CH2:40][CH2:39][CH2:38][C@@H:37]2[OH:43])[CH:35]=[CH:34][CH:33]=[CH:32][CH:31]=1.[H-].[Na+]. The catalyst is CS(C)=O. The product is [CH3:1][O:2][C:3]1[CH:27]=[C:26]([O:28][CH3:29])[CH:25]=[CH:24][C:4]=1[CH2:5][N:6]([C:19]1[S:23][N:22]=[CH:21][N:20]=1)[S:7]([C:10]1[CH:15]=[C:14]([F:16])[C:13]([O:43][C@H:37]2[CH2:38][CH2:39][CH2:40][CH2:41][CH2:42][C@@H:36]2[C:30]2[CH:31]=[CH:32][CH:33]=[CH:34][CH:35]=2)=[CH:12][C:11]=1[F:18])(=[O:9])=[O:8]. The yield is 0.290. (8) The reactants are [C:1]([O:5][C:6]([N:8]1[CH2:13][C@H:12]([CH2:14][N:15]2[CH2:19][CH:18]([CH3:20])[CH2:17][C:16]2=[O:21])[N:11](CC2C=CC=CC=2)[CH2:10][C@H:9]1[CH3:29])=[O:7])([CH3:4])([CH3:3])[CH3:2].C(O)(=O)C. The catalyst is [Pd].C(O)C. The product is [C:1]([O:5][C:6]([N:8]1[CH2:13][C@H:12]([CH2:14][N:15]2[CH2:19][CH:18]([CH3:20])[CH2:17][C:16]2=[O:21])[NH:11][CH2:10][C@H:9]1[CH3:29])=[O:7])([CH3:4])([CH3:2])[CH3:3]. The yield is 0.360.